This data is from Catalyst prediction with 721,799 reactions and 888 catalyst types from USPTO. The task is: Predict which catalyst facilitates the given reaction. (1) Reactant: [CH3:1][O:2][C:3](=[O:30])[CH2:4][CH:5]([N:19]1[CH2:27][C:26]2[C:21](=[C:22]([NH2:28])[CH:23]=[CH:24][CH:25]=2)[C:20]1=[O:29])[C:6]1[CH:11]=[CH:10][C:9]([O:12][CH:13]([F:15])[F:14])=[C:8]([O:16][CH2:17][CH3:18])[CH:7]=1.[C:31](Cl)(=[O:33])[CH3:32]. Product: [CH3:1][O:2][C:3](=[O:30])[CH2:4][CH:5]([N:19]1[CH2:27][C:26]2[C:21](=[C:22]([NH:28][C:31](=[O:33])[CH3:32])[CH:23]=[CH:24][CH:25]=2)[C:20]1=[O:29])[C:6]1[CH:11]=[CH:10][C:9]([O:12][CH:13]([F:15])[F:14])=[C:8]([O:16][CH2:17][CH3:18])[CH:7]=1. The catalyst class is: 1. (2) Reactant: [Br:1][C:2]1[CH:7]=[CH:6][CH:5]=[CH:4][C:3]=1[OH:8].Br[CH2:10][C:11]#[N:12].C(=O)([O-])[O-].[K+].[K+].CN(C)C=O. Product: [Br:1][C:2]1[CH:7]=[CH:6][CH:5]=[CH:4][C:3]=1[O:8][CH2:10][C:11]#[N:12]. The catalyst class is: 425.